Dataset: NCI-60 drug combinations with 297,098 pairs across 59 cell lines. Task: Regression. Given two drug SMILES strings and cell line genomic features, predict the synergy score measuring deviation from expected non-interaction effect. Drug 1: C1CN1P(=S)(N2CC2)N3CC3. Drug 2: CC1=C2C(C(=O)C3(C(CC4C(C3C(C(C2(C)C)(CC1OC(=O)C(C(C5=CC=CC=C5)NC(=O)OC(C)(C)C)O)O)OC(=O)C6=CC=CC=C6)(CO4)OC(=O)C)O)C)O. Cell line: SF-268. Synergy scores: CSS=20.0, Synergy_ZIP=-3.68, Synergy_Bliss=0.717, Synergy_Loewe=-1.02, Synergy_HSA=-0.970.